Dataset: Catalyst prediction with 721,799 reactions and 888 catalyst types from USPTO. Task: Predict which catalyst facilitates the given reaction. (1) The catalyst class is: 5. Product: [O:13]=[C:9]([CH3:8])[CH2:10][C:11]([N:4]([CH2:5][CH2:6][CH3:7])[CH2:1][CH2:2][CH3:3])=[O:12]. Reactant: [CH2:1]([NH:4][CH2:5][CH2:6][CH3:7])[CH2:2][CH3:3].[CH2:8]=[C:9]1[O:13][C:11](=[O:12])[CH2:10]1. (2) Reactant: [CH2:1]([O:3][C:4](=[O:33])[CH:5]=[C:6]([C:26]1[CH:31]=[CH:30][CH:29]=[CH:28][C:27]=1[Cl:32])[C:7]1[N:17]([C:18]2[C:23]([F:24])=[CH:22][CH:21]=[CH:20][C:19]=2[F:25])[C:10]2[N:11]=[C:12](SC)[N:13]=[CH:14][C:9]=2[CH:8]=1)[CH3:2].O[O:35][S:36]([O-:38])=O.[K+].S([O-])(O[O-])(=O)=O.[K+].[K+].[C:48]([O-])(O)=O.[Na+]. Product: [CH2:1]([O:3][C:4](=[O:33])[CH:5]=[C:6]([C:26]1[CH:31]=[CH:30][CH:29]=[CH:28][C:27]=1[Cl:32])[C:7]1[N:17]([C:18]2[C:23]([F:24])=[CH:22][CH:21]=[CH:20][C:19]=2[F:25])[C:10]2[N:11]=[C:12]([S:36]([CH3:48])(=[O:38])=[O:35])[N:13]=[CH:14][C:9]=2[CH:8]=1)[CH3:2]. The catalyst class is: 87. (3) Reactant: [C:1]([C:3]1([NH:7][C:8]2[CH:13]=[CH:12][C:11]([CH2:14][CH2:15][CH2:16][C:17]([NH:19][CH3:20])=[O:18])=[C:10]([F:21])[CH:9]=2)[CH2:6][CH2:5][CH2:4]1)#N.[N:22]([C:25]1[CH:32]=[CH:31][C:28]([C:29]#[N:30])=[C:27]([C:33]([F:36])([F:35])[F:34])[CH:26]=1)=[C:23]=[S:24].C[OH:38].Cl. Product: [C:29]([C:28]1[CH:31]=[CH:32][C:25]([N:22]2[C:1](=[O:38])[C:3]3([CH2:6][CH2:5][CH2:4]3)[N:7]([C:8]3[CH:13]=[CH:12][C:11]([CH2:14][CH2:15][CH2:16][C:17]([NH:19][CH3:20])=[O:18])=[C:10]([F:21])[CH:9]=3)[C:23]2=[S:24])=[CH:26][C:27]=1[C:33]([F:34])([F:36])[F:35])#[N:30]. The catalyst class is: 18. (4) Reactant: [CH:1]([C:3]1[CH:10]=[CH:9][C:6]([CH2:7][Cl:8])=[CH:5][CH:4]=1)=[CH2:2].[CH3:11][N:12]([CH2:14][CH2:15][CH2:16][CH2:17][CH2:18][CH2:19][CH2:20][CH2:21][CH2:22][CH2:23][CH2:24][CH2:25][CH2:26][CH2:27][CH2:28][CH2:29][CH2:30][CH3:31])[CH3:13]. Product: [Cl-:8].[CH3:11][N+:12]([CH2:7][C:6]1[CH:9]=[CH:10][C:3]([CH:1]=[CH2:2])=[CH:4][CH:5]=1)([CH3:13])[CH2:14][CH2:15][CH2:16][CH2:17][CH2:18][CH2:19][CH2:20][CH2:21][CH2:22][CH2:23][CH2:24][CH2:25][CH2:26][CH2:27][CH2:28][CH2:29][CH2:30][CH3:31]. The catalyst class is: 21. (5) Reactant: [Cl:1][C:2]1[CH:3]=[C:4]([CH:8]=[CH:9][CH:10]=1)[C:5]([NH2:7])=[NH:6].C([O-])(O)=O.[Na+].O.Br[CH2:18][C:19]([C:21]1[CH:26]=[CH:25][C:24]([Br:27])=[CH:23][CH:22]=1)=O. Product: [Br:27][C:24]1[CH:25]=[CH:26][C:21]([C:19]2[N:6]=[C:5]([C:4]3[CH:8]=[CH:9][CH:10]=[C:2]([Cl:1])[CH:3]=3)[NH:7][CH:18]=2)=[CH:22][CH:23]=1. The catalyst class is: 1. (6) Reactant: [CH2:1]([O:3][C:4](=[O:21])[CH:5]([O:18][CH2:19][CH3:20])[CH2:6][C:7]1[CH:12]=[CH:11][C:10]([OH:13])=[CH:9][C:8]=1[O:14][CH:15]([CH3:17])[CH3:16])[CH3:2].[C:22]([C:26]1[CH:31]=[CH:30][C:29]([C:32]2[O:33][C:34]([CH3:39])=[C:35]([CH2:37]Cl)[N:36]=2)=[CH:28][CH:27]=1)([CH3:25])([CH3:24])[CH3:23].C(C1C=CC(C=O)=CC=1)(C)(C)C.O=P(Cl)(Cl)Cl.C(=O)([O-])[O-].[K+].[K+]. Product: [CH2:1]([O:3][C:4](=[O:21])[CH:5]([O:18][CH2:19][CH3:20])[CH2:6][C:7]1[CH:12]=[CH:11][C:10]([O:13][CH2:37][C:35]2[N:36]=[C:32]([C:29]3[CH:28]=[CH:27][C:26]([C:22]([CH3:25])([CH3:24])[CH3:23])=[CH:31][CH:30]=3)[O:33][C:34]=2[CH3:39])=[CH:9][C:8]=1[O:14][CH:15]([CH3:16])[CH3:17])[CH3:2]. The catalyst class is: 9. (7) Reactant: Br[CH2:2][CH2:3][CH2:4][CH2:5][O:6][CH2:7][C:8]1[CH:13]=[CH:12][CH:11]=[CH:10][CH:9]=1.[CH3:14][C:15]1[CH:16]=[C:17]([OH:33])[CH:18]=[C:19]([CH3:32])[C:20]=1[N:21]=[N:22][C:23]1[CH:28]=[CH:27][C:26]([N+:29]([O-:31])=[O:30])=[CH:25][CH:24]=1.C([O-])([O-])=O.[K+].[K+].O. Product: [CH2:7]([O:6][CH2:5][CH2:4][CH2:3][CH2:2][O:33][C:17]1[CH:18]=[C:19]([CH3:32])[C:20]([N:21]=[N:22][C:23]2[CH:24]=[CH:25][C:26]([N+:29]([O-:31])=[O:30])=[CH:27][CH:28]=2)=[C:15]([CH3:14])[CH:16]=1)[C:8]1[CH:13]=[CH:12][CH:11]=[CH:10][CH:9]=1. The catalyst class is: 16.